Dataset: Tyrosyl-DNA phosphodiesterase HTS with 341,365 compounds. Task: Binary Classification. Given a drug SMILES string, predict its activity (active/inactive) in a high-throughput screening assay against a specified biological target. (1) The compound is O(C(=O)Cc1cc(OC)c(OC)cc1)CC(=O)NCc1ccc(cc1)C. The result is 0 (inactive). (2) The compound is Clc1c(O)c(C=2CC(CC(=O)C2)c2cc(OC)c(OC)cc2)ccc1. The result is 0 (inactive). (3) The result is 0 (inactive). The drug is S(CCCC(=O)c1ccc(F)cc1)c1sc(SCCCC(=O)c2ccc(F)cc2)nn1. (4) The compound is S(=O)(=O)(N1CCc2c1cccc2)c1cc(ccc1)C(=O)NCCc1ncccc1. The result is 0 (inactive). (5) The molecule is S(=O)(=O)(N1CCOCC1)c1cc(S(=O)(=O)NCc2c(F)cccc2)ccc1. The result is 0 (inactive). (6) The molecule is O1C(C2C(CC3N(C2)CCc2c3[nH]c3c2cccc3)C(=C1)C(OC)=O)C. The result is 0 (inactive). (7) The molecule is s1c2c(cc(c3cc(OC)c(OC)c(OC)c3)cc2)c(c1c1ccsc1)C#CCO. The result is 0 (inactive). (8) The molecule is O(c1nc(NCc2ccccc2)nc(NCC)n1)c1n[nH]c(=O)cc1. The result is 0 (inactive). (9) The molecule is S(c1n(c(=O)c2[nH]c3c(c2n1)cccc3)c1ccccc1)CC(=O)Nc1cc2OCOc2cc1. The result is 0 (inactive).